This data is from Peptide-MHC class II binding affinity with 134,281 pairs from IEDB. The task is: Regression. Given a peptide amino acid sequence and an MHC pseudo amino acid sequence, predict their binding affinity value. This is MHC class II binding data. (1) The peptide sequence is GNGVVALRNAQLVTF. The binding affinity (normalized) is 0.431. The MHC is HLA-DPA10301-DPB10402 with pseudo-sequence HLA-DPA10301-DPB10402. (2) The peptide sequence is VVHITDDNEEPIA. The MHC is DRB1_1101 with pseudo-sequence DRB1_1101. The binding affinity (normalized) is 0.